Regression. Given a peptide amino acid sequence and an MHC pseudo amino acid sequence, predict their binding affinity value. This is MHC class I binding data. From a dataset of Peptide-MHC class I binding affinity with 185,985 pairs from IEDB/IMGT. (1) The MHC is HLA-A02:02 with pseudo-sequence HLA-A02:02. The peptide sequence is FVFTLTVPS. The binding affinity (normalized) is 0.448. (2) The peptide sequence is MLYPRVWPY. The MHC is SLA-20401 with pseudo-sequence SLA-20401. The binding affinity (normalized) is 0.224. (3) The peptide sequence is FGALFMWLL. The MHC is HLA-A25:01 with pseudo-sequence HLA-A25:01. The binding affinity (normalized) is 0.0847. (4) The peptide sequence is GTYKRVTEK. The MHC is HLA-B15:01 with pseudo-sequence HLA-B15:01. The binding affinity (normalized) is 0.213.